Task: Predict the reaction yield, written as a fraction of the theoretical maximum amount of product (1.0 means a 100% yield; for example, 0.34 means a 34% yield).. Dataset: Reaction yield outcomes from USPTO patents with 853,638 reactions The reactants are [H-].[Na+].[C:3]1([C:9]2[S:10][CH:11]=[C:12]([CH2:14][C:15]([O:17][CH2:18][CH3:19])=[O:16])[N:13]=2)[CH:8]=[CH:7][CH:6]=[CH:5][CH:4]=1.[C:20](OCC)(=[O:22])[CH3:21]. The catalyst is O1CCCC1. The product is [C:3]1([C:9]2[S:10][CH:11]=[C:12]([CH:14]([C:20]([CH3:21])=[O:22])[C:15]([O:17][CH2:18][CH3:19])=[O:16])[N:13]=2)[CH:4]=[CH:5][CH:6]=[CH:7][CH:8]=1. The yield is 0.590.